Dataset: NCI-60 drug combinations with 297,098 pairs across 59 cell lines. Task: Regression. Given two drug SMILES strings and cell line genomic features, predict the synergy score measuring deviation from expected non-interaction effect. (1) Drug 1: CC1OCC2C(O1)C(C(C(O2)OC3C4COC(=O)C4C(C5=CC6=C(C=C35)OCO6)C7=CC(=C(C(=C7)OC)O)OC)O)O. Drug 2: CN(C)C1=NC(=NC(=N1)N(C)C)N(C)C. Cell line: T-47D. Synergy scores: CSS=36.9, Synergy_ZIP=1.83, Synergy_Bliss=6.93, Synergy_Loewe=-41.5, Synergy_HSA=3.56. (2) Drug 1: CC1C(C(CC(O1)OC2CC(OC(C2O)C)OC3=CC4=CC5=C(C(=O)C(C(C5)C(C(=O)C(C(C)O)O)OC)OC6CC(C(C(O6)C)O)OC7CC(C(C(O7)C)O)OC8CC(C(C(O8)C)O)(C)O)C(=C4C(=C3C)O)O)O)O. Drug 2: CN(CCCl)CCCl.Cl. Cell line: HS 578T. Synergy scores: CSS=58.4, Synergy_ZIP=8.30, Synergy_Bliss=12.3, Synergy_Loewe=-28.8, Synergy_HSA=-0.150. (3) Drug 1: CC(C1=C(C=CC(=C1Cl)F)Cl)OC2=C(N=CC(=C2)C3=CN(N=C3)C4CCNCC4)N. Drug 2: CCCCCOC(=O)NC1=NC(=O)N(C=C1F)C2C(C(C(O2)C)O)O. Cell line: SNB-19. Synergy scores: CSS=4.37, Synergy_ZIP=-0.0478, Synergy_Bliss=1.76, Synergy_Loewe=-2.50, Synergy_HSA=2.03. (4) Drug 1: C1CC(=O)NC(=O)C1N2CC3=C(C2=O)C=CC=C3N. Drug 2: CC1=C(C=C(C=C1)C(=O)NC2=CC(=CC(=C2)C(F)(F)F)N3C=C(N=C3)C)NC4=NC=CC(=N4)C5=CN=CC=C5. Cell line: SK-MEL-5. Synergy scores: CSS=7.39, Synergy_ZIP=0.773, Synergy_Bliss=3.18, Synergy_Loewe=-5.10, Synergy_HSA=-0.733. (5) Drug 1: CCC1(CC2CC(C3=C(CCN(C2)C1)C4=CC=CC=C4N3)(C5=C(C=C6C(=C5)C78CCN9C7C(C=CC9)(C(C(C8N6C=O)(C(=O)OC)O)OC(=O)C)CC)OC)C(=O)OC)O.OS(=O)(=O)O. Drug 2: CC1C(C(CC(O1)OC2CC(CC3=C2C(=C4C(=C3O)C(=O)C5=CC=CC=C5C4=O)O)(C(=O)C)O)N)O. Cell line: SR. Synergy scores: CSS=44.6, Synergy_ZIP=9.75, Synergy_Bliss=8.30, Synergy_Loewe=2.16, Synergy_HSA=9.73.